Dataset: Full USPTO retrosynthesis dataset with 1.9M reactions from patents (1976-2016). Task: Predict the reactants needed to synthesize the given product. Given the product [CH3:16][O:17][C:18](=[O:19])[C:20]1[CH:25]=[CH:24][C:23]([N:3]2[C:4](=[O:15])[C:5]3[C@@H:6]4[C:11]([CH3:12])([CH3:13])[C@@:9]([CH3:14])([CH2:8][CH2:7]4)[C:10]=3[N:2]2[CH3:1])=[CH:22][CH:21]=1, predict the reactants needed to synthesize it. The reactants are: [CH3:1][N:2]1[C:10]2[C@@:9]3([CH3:14])[C:11]([CH3:13])([CH3:12])[C@H:6]([CH2:7][CH2:8]3)[C:5]=2[C:4](=[O:15])[NH:3]1.[CH3:16][O:17][C:18]([C:20]1[CH:25]=[CH:24][C:23](B(O)O)=[CH:22][CH:21]=1)=[O:19].